Dataset: Reaction yield outcomes from USPTO patents with 853,638 reactions. Task: Predict the reaction yield, written as a fraction of the theoretical maximum amount of product (1.0 means a 100% yield; for example, 0.34 means a 34% yield). The catalyst is C(OCC)(=O)C. The product is [NH2:49][C:39]1[CH:40]=[CH:41][C:42]([C:44]2[NH:45][N:46]=[N:47][CH:48]=2)=[CH:43][C:38]=1[NH:37][C:35](=[O:36])[C:34]1[CH:52]=[CH:53][C:31]([O:30][CH3:29])=[CH:32][CH:33]=1. The yield is 0.250. The reactants are [N+](C1C=CC(C2SC=CC=2)=CC=1NC(=O)C1C=CC(C2NN=NN=2)=CC=1)([O-])=O.[CH3:29][O:30][C:31]1[CH:53]=[CH:52][C:34]([C:35]([NH:37][C:38]2[CH:43]=[C:42]([C:44]3[NH:45][N:46]=[N:47][CH:48]=3)[CH:41]=[CH:40][C:39]=2[N+:49]([O-])=O)=[O:36])=[CH:33][CH:32]=1.CO.